The task is: Predict the product of the given reaction.. This data is from Forward reaction prediction with 1.9M reactions from USPTO patents (1976-2016). (1) Given the reactants C(N(C(C)C)CC)(C)C.Cl.[CH3:11][O:12][C:13](=[O:25])[C@H:14]([CH2:16][NH:17][C:18]([C:20]1[S:21][CH:22]=[CH:23][CH:24]=1)=[O:19])[NH2:15].[Cl:26][C:27]1[CH:35]=[C:34]([C:36]([NH:38][CH2:39][C:40]2[CH:45]=[CH:44][CH:43]=[C:42]([OH:46])[CH:41]=2)=[O:37])[CH:33]=[CH:32][C:28]=1[C:29](O)=[O:30].CN(C(ON1N=NC2C=CC=CC1=2)=[N+](C)C)C.F[P-](F)(F)(F)(F)F, predict the reaction product. The product is: [Cl:26][C:27]1[CH:35]=[C:34]([C:36]([NH:38][CH2:39][C:40]2[CH:45]=[CH:44][CH:43]=[C:42]([OH:46])[CH:41]=2)=[O:37])[CH:33]=[CH:32][C:28]=1[C:29]([NH:15][C@H:14]([C:13]([O:12][CH3:11])=[O:25])[CH2:16][NH:17][C:18]([C:20]1[S:21][CH:22]=[CH:23][CH:24]=1)=[O:19])=[O:30]. (2) Given the reactants [CH3:1][C:2]([CH3:7])([CH3:6])[C:3]([NH2:5])=[O:4].C([O-])([O-])=O.[Cs+].[Cs+].Cl[C:15]1[CH:20]=[CH:19][CH:18]=[C:17]([O:21][CH3:22])[N:16]=1, predict the reaction product. The product is: [CH3:1][C:2]([CH3:7])([CH3:6])[C:3]([NH:5][C:15]1[CH:20]=[CH:19][CH:18]=[C:17]([O:21][CH3:22])[N:16]=1)=[O:4]. (3) Given the reactants [O:1]([C:8]1[CH:13]=[CH:12][C:11]([C:14]2[C:28]([C:29]([NH2:31])=[O:30])=[C:17]3[NH:18][CH2:19][CH2:20][C@@H:21]([CH:22]4[CH2:27][CH2:26][NH:25][CH2:24][CH2:23]4)[N:16]3[N:15]=2)=[CH:10][CH:9]=1)[C:2]1[CH:7]=[CH:6][CH:5]=[CH:4][CH:3]=1.[C:32]([O:36][C:37]([NH:39][CH2:40][CH2:41][N:42]1[CH2:47][CH2:46][N:45]([CH2:48]/[CH:49]=[CH:50]/[C:51](O)=[O:52])[CH2:44][CH2:43]1)=[O:38])([CH3:35])([CH3:34])[CH3:33].CN(C(ON1N=NC2C=CC=NC1=2)=[N+](C)C)C.F[P-](F)(F)(F)(F)F.CCN(C(C)C)C(C)C, predict the reaction product. The product is: [C:29]([C:28]1[C:14]([C:11]2[CH:10]=[CH:9][C:8]([O:1][C:2]3[CH:7]=[CH:6][CH:5]=[CH:4][CH:3]=3)=[CH:13][CH:12]=2)=[N:15][N:16]2[C@H:21]([CH:22]3[CH2:23][CH2:24][N:25]([C:51](=[O:52])/[CH:50]=[CH:49]/[CH2:48][N:45]4[CH2:46][CH2:47][N:42]([CH2:41][CH2:40][NH:39][C:37](=[O:38])[O:36][C:32]([CH3:33])([CH3:35])[CH3:34])[CH2:43][CH2:44]4)[CH2:26][CH2:27]3)[CH2:20][CH2:19][NH:18][C:17]=12)(=[O:30])[NH2:31]. (4) Given the reactants [Br:1][C:2]1[CH:3]=[C:4]2[C:8](=[CH:9][CH:10]=1)[NH:7][CH:6]=[C:5]2[CH:11]=[O:12].[H-].[Na+].I[CH3:16], predict the reaction product. The product is: [Br:1][C:2]1[CH:3]=[C:4]2[C:8](=[CH:9][CH:10]=1)[N:7]([CH3:16])[CH:6]=[C:5]2[CH:11]=[O:12]. (5) Given the reactants [NH:1]1[C:5]2[CH:6]=[CH:7][C:8]([N:10]([CH:19]([C:33]3[CH:38]=[CH:37][C:36]([N:39]4[CH2:44][CH2:43][O:42][CH2:41][CH2:40]4)=[CH:35][CH:34]=3)[C:20](=[O:32])NCC(OC(OC)=O)(CC)C)[C:11]([CH2:13][C:14]([O:16][CH2:17][CH3:18])=[O:15])=[O:12])=[CH:9][C:4]=2[N:3]=[CH:2]1.CC(C)([O-])C.[K+], predict the reaction product. The product is: [NH:1]1[C:5]2[CH:6]=[CH:7][C:8]([N:10]3[CH:19]([C:33]4[CH:34]=[CH:35][C:36]([N:39]5[CH2:44][CH2:43][O:42][CH2:41][CH2:40]5)=[CH:37][CH:38]=4)[C:20](=[O:32])[CH:13]([C:14]([O:16][CH2:17][CH3:18])=[O:15])[C:11]3=[O:12])=[CH:9][C:4]=2[N:3]=[CH:2]1.